Dataset: Forward reaction prediction with 1.9M reactions from USPTO patents (1976-2016). Task: Predict the product of the given reaction. (1) The product is: [OH:23][CH2:22][C:18]1[CH:17]=[C:16]([C:2]#[C:1][C:3]2[CH:8]=[CH:7][C:6]([CH2:9][CH2:10][C:11]([O:13][CH3:14])=[O:12])=[CH:5][CH:4]=2)[CH:21]=[CH:20][CH:19]=1. Given the reactants [C:1]([C:3]1[CH:8]=[CH:7][C:6]([CH2:9][CH2:10][C:11]([O:13][CH3:14])=[O:12])=[CH:5][CH:4]=1)#[CH:2].I[C:16]1[CH:17]=[C:18]([CH2:22][OH:23])[CH:19]=[CH:20][CH:21]=1, predict the reaction product. (2) The product is: [CH3:15][S:16]([O:10][C@@H:9]([CH3:11])[C:8]([O:13][CH3:14])=[O:12])(=[O:18])=[O:17]. Given the reactants C(N(CC)CC)C.[C:8]([O:13][CH3:14])(=[O:12])[C@H:9]([CH3:11])[OH:10].[CH3:15][S:16](Cl)(=[O:18])=[O:17].Cl, predict the reaction product.